From a dataset of Full USPTO retrosynthesis dataset with 1.9M reactions from patents (1976-2016). Predict the reactants needed to synthesize the given product. (1) Given the product [NH2:3][CH2:6][C:7]1[CH:12]=[CH:11][C:10]([CH2:13][CH2:14][C:15]2[N:16]=[C:17]([NH:20][C:21](=[O:23])[CH3:22])[S:18][CH:19]=2)=[CH:9][CH:8]=1, predict the reactants needed to synthesize it. The reactants are: C([N:3]([CH2:6][C:7]1[CH:12]=[CH:11][C:10]([CH2:13][CH2:14][C:15]2[N:16]=[C:17]([NH:20][C:21](=[O:23])[CH3:22])[S:18][CH:19]=2)=[CH:9][CH:8]=1)C=O)=O.Cl. (2) Given the product [C:1]([O:5][C:6](=[O:7])[NH:8][C@H:9]1[C:10](=[O:12])[O:16][C@H:13]1[CH2:14][CH3:15])([CH3:2])([CH3:3])[CH3:4].[C:1]([O:5][C:6](=[O:7])[NH:8][C@@H:9]1[C:10](=[O:12])[O:16][C@H:13]1[CH2:14][CH3:15])([CH3:2])([CH3:3])[CH3:4], predict the reactants needed to synthesize it. The reactants are: [C:1]([O:5][C:6]([NH:8][CH:9]([CH:13]([OH:16])[CH2:14][CH3:15])[C:10]([OH:12])=O)=[O:7])([CH3:4])([CH3:3])[CH3:2].CCN(CC)CC.F[P-](F)(F)(F)(F)F.N1(O[P+](N2CCCC2)(N2CCCC2)N2CCCC2)C2C=CC=CC=2N=N1. (3) Given the product [C:3]([O:7][C:8]([N:10]1[CH2:15][CH2:14][CH:13]([N:16]2[C:17]3[CH:22]=[CH:21][C:20]([C:23]#[N:24])=[CH:19][C:18]=3[O:25][C:26]3[C:31]2=[CH:30][CH:29]=[CH:28][CH:27]=3)[CH2:12][CH2:11]1)=[O:9])([CH3:6])([CH3:5])[CH3:4], predict the reactants needed to synthesize it. The reactants are: [H-].[Na+].[C:3]([O:7][C:8]([N:10]1[CH2:15][CH2:14][CH:13]([NH:16][C:17]2[CH:22]=[CH:21][C:20]([C:23]#[N:24])=[CH:19][C:18]=2[O:25][C:26]2[CH:31]=[CH:30][CH:29]=[CH:28][C:27]=2Br)[CH2:12][CH2:11]1)=[O:9])([CH3:6])([CH3:5])[CH3:4].